This data is from Reaction yield outcomes from USPTO patents with 853,638 reactions. The task is: Predict the reaction yield, written as a fraction of the theoretical maximum amount of product (1.0 means a 100% yield; for example, 0.34 means a 34% yield). (1) The reactants are [CH3:1][C:2]1[N:7]=[C:6]2[S:8][C:9]3[CH2:14][CH2:13][CH2:12][CH2:11][C:10]=3[C:5]2=[C:4]([C:15]2[CH:20]=[CH:19][C:18]([CH3:21])=[CH:17][CH:16]=2)[C:3]=1[CH2:22][C:23]([O:25][CH3:26])=[O:24].[Li+].C[Si]([N-][Si](C)(C)C)(C)C.C1COCC1.I[CH:43]([CH3:49])[CH2:44][C:45]([F:48])([F:47])[F:46]. The catalyst is CN(C=O)C. The product is [CH3:1][C:2]1[N:7]=[C:6]2[S:8][C:9]3[CH2:14][CH2:13][CH2:12][CH2:11][C:10]=3[C:5]2=[C:4]([C:15]2[CH:16]=[CH:17][C:18]([CH3:21])=[CH:19][CH:20]=2)[C:3]=1[CH:22]([CH2:49][CH2:43][CH2:44][C:45]([F:48])([F:47])[F:46])[C:23]([O:25][CH3:26])=[O:24]. The yield is 0.720. (2) The reactants are [CH:1]1([Mg]Br)[CH2:3][CH2:2]1.[Br:6][C:7]1[CH:8]=[CH:9][C:10]([C:28](OC)=[O:29])=[C:11]2[C:15]=1[N:14]=[C:13]1[N:16]([C:20]3[CH:25]=[CH:24][C:23]([Cl:26])=[CH:22][C:21]=3[Cl:27])[CH2:17][CH2:18][CH2:19][N:12]21.O1[CH2:36][CH2:35][CH2:34]C1. No catalyst specified. The product is [Br:6][C:7]1[C:15]2[N:14]=[C:13]3[N:16]([C:20]4[CH:25]=[CH:24][C:23]([Cl:26])=[CH:22][C:21]=4[Cl:27])[CH2:17][CH2:18][CH2:19][N:12]3[C:11]=2[C:10]([C:28]([CH:34]2[CH2:35][CH2:36]2)([CH:1]2[CH2:3][CH2:2]2)[OH:29])=[CH:9][CH:8]=1. The yield is 0.880. (3) The reactants are [CH3:1][O:2][C:3]1[C:4]([CH3:12])=[CH:5][N:6]2[C:11]=1[CH:10]=[CH:9][CH:8]=[CH:7]2.[N+:13]([C:16]1[CH:17]=[C:18]([S:22](Cl)(=[O:24])=[O:23])[CH:19]=[CH:20][CH:21]=1)([O-:15])=[O:14]. No catalyst specified. The product is [CH3:1][O:2][C:3]1[C:4]([CH3:12])=[C:5]([S:22]([C:18]2[CH:19]=[CH:20][CH:21]=[C:16]([N+:13]([O-:15])=[O:14])[CH:17]=2)(=[O:23])=[O:24])[N:6]2[C:11]=1[CH:10]=[CH:9][CH:8]=[CH:7]2. The yield is 0.980. (4) The reactants are [Cl:1][C:2]1[CH:18]=[C:17]([Cl:19])[CH:16]=[CH:15][C:3]=1[C:4]([NH:6][C:7]1[CH:12]=[C:11]([CH3:13])[CH:10]=[C:9]([CH3:14])[CH:8]=1)=[O:5].[CH3:20][O:21]C(Cl)Cl.O. The catalyst is C(Cl)Cl.[Cl-].[Ti+4].[Cl-].[Cl-].[Cl-]. The product is [Cl:1][C:2]1[CH:18]=[C:17]([Cl:19])[CH:16]=[CH:15][C:3]=1[C:4]([NH:6][C:7]1[CH:8]=[C:9]([CH3:14])[C:10]([CH:20]=[O:21])=[C:11]([CH3:13])[CH:12]=1)=[O:5]. The yield is 0.210. (5) The reactants are [C:1]([NH2:5])([CH3:4])([CH3:3])[CH3:2].[Cl:6][CH2:7][CH2:8][CH2:9][S:10](Cl)(=[O:12])=[O:11]. The catalyst is C1COCC1. The product is [C:1]([NH:5][S:10]([CH2:9][CH2:8][CH2:7][Cl:6])(=[O:12])=[O:11])([CH3:4])([CH3:3])[CH3:2]. The yield is 0.990. (6) The reactants are Br[C:2]1[N:6]([CH2:7][C:8]2[CH:13]=[CH:12][C:11]([O:14][CH3:15])=[CH:10][CH:9]=2)[N:5]=[CH:4][C:3]=1[C:16]([N:18]([O:20][CH3:21])[CH3:19])=[O:17].N#N.[C:24]1([CH2:30][NH2:31])[CH:29]=[CH:28][CH:27]=[CH:26][CH:25]=1.C([O-])([O-])=O.[Cs+].[Cs+].CC1(C)C2C(=C(P(C3C=CC=CC=3)C3C=CC=CC=3)C=CC=2)OC2C(P(C3C=CC=CC=3)C3C=CC=CC=3)=CC=CC1=2. The catalyst is O1CCOCC1.CC([O-])=O.CC([O-])=O.[Pd+2]. The product is [CH2:30]([NH:31][C:2]1[N:6]([CH2:7][C:8]2[CH:13]=[CH:12][C:11]([O:14][CH3:15])=[CH:10][CH:9]=2)[N:5]=[CH:4][C:3]=1[C:16]([N:18]([O:20][CH3:21])[CH3:19])=[O:17])[C:24]1[CH:29]=[CH:28][CH:27]=[CH:26][CH:25]=1. The yield is 0.410. (7) The reactants are [C:1]([N:6]1[CH2:11][CH2:10][CH2:9][CH2:8][C@@H:7]1[CH2:12][O:13][C:14]1[CH:21]=[CH:20][CH:19]=[C:18]([N+:22]([O-])=O)[C:15]=1[C:16]#[N:17])(=[O:5])[CH2:2][CH2:3][CH3:4].[H][H]. The catalyst is C(O)C.[Pd]. The product is [NH2:22][C:18]1[CH:19]=[CH:20][CH:21]=[C:14]([O:13][CH2:12][C@H:7]2[CH2:8][CH2:9][CH2:10][CH2:11][N:6]2[C:1](=[O:5])[CH2:2][CH2:3][CH3:4])[C:15]=1[C:16]#[N:17]. The yield is 0.810.